From a dataset of Forward reaction prediction with 1.9M reactions from USPTO patents (1976-2016). Predict the product of the given reaction. The product is: [CH3:18][C:3]1[C:2]([N:1]([CH3:28])[C:19]2[CH:24]=[CH:23][CH:22]=[CH:21][CH:20]=2)=[C:6]([CH3:7])[N:5]([CH2:8][CH2:9][NH:10][C:11](=[O:17])[O:12][C:13]([CH3:14])([CH3:15])[CH3:16])[N:4]=1. Given the reactants [NH2:1][C:2]1[C:3]([CH3:18])=[N:4][N:5]([CH2:8][CH2:9][NH:10][C:11](=[O:17])[O:12][C:13]([CH3:16])([CH3:15])[CH3:14])[C:6]=1[CH3:7].[C:19]1(B(O)O)[CH:24]=[CH:23][CH:22]=[CH:21][CH:20]=1.[CH2:28](N(CC)CC)C, predict the reaction product.